From a dataset of Peptide-MHC class II binding affinity with 134,281 pairs from IEDB. Regression. Given a peptide amino acid sequence and an MHC pseudo amino acid sequence, predict their binding affinity value. This is MHC class II binding data. (1) The peptide sequence is AFMLAWNYGVPRVMS. The MHC is HLA-DPA10201-DPB11401 with pseudo-sequence HLA-DPA10201-DPB11401. The binding affinity (normalized) is 0.271. (2) The peptide sequence is VDSIGMLPRFTP. The MHC is DRB1_0101 with pseudo-sequence DRB1_0101. The binding affinity (normalized) is 0.00363. (3) The peptide sequence is FWAVRGGGGESFGIV. The MHC is HLA-DQA10201-DQB10202 with pseudo-sequence HLA-DQA10201-DQB10202. The binding affinity (normalized) is 0. (4) The peptide sequence is YDKFLAMVSTVLTGK. The MHC is DRB1_0404 with pseudo-sequence DRB1_0404. The binding affinity (normalized) is 0.186. (5) The peptide sequence is LLIMIIPTVMAFHLT. The MHC is DRB1_0802 with pseudo-sequence DRB1_0802. The binding affinity (normalized) is 1.00. (6) The peptide sequence is KNLTGLVSAGPKAKS. The MHC is H-2-IAb with pseudo-sequence H-2-IAb. The binding affinity (normalized) is 0.588. (7) The binding affinity (normalized) is 0.477. The peptide sequence is AAASAGTTVYGAFAA. The MHC is HLA-DQA10401-DQB10402 with pseudo-sequence HLA-DQA10401-DQB10402.